Dataset: Peptide-MHC class I binding affinity with 185,985 pairs from IEDB/IMGT. Task: Regression. Given a peptide amino acid sequence and an MHC pseudo amino acid sequence, predict their binding affinity value. This is MHC class I binding data. (1) The peptide sequence is LRKLTSRENL. The MHC is HLA-B08:01 with pseudo-sequence HLA-B08:01. The binding affinity (normalized) is 0.214. (2) The peptide sequence is KYKLKHIVW. The MHC is HLA-A33:01 with pseudo-sequence HLA-A33:01. The binding affinity (normalized) is 0. (3) The peptide sequence is TYQNKVVKVL. The MHC is HLA-B08:01 with pseudo-sequence HLA-B08:01. The binding affinity (normalized) is 0.533. (4) The peptide sequence is EGAWKHAQR. The MHC is HLA-A68:01 with pseudo-sequence HLA-A68:01. The binding affinity (normalized) is 0.561. (5) The peptide sequence is EMWAQDAA. The MHC is HLA-B27:05 with pseudo-sequence HLA-B27:05. The binding affinity (normalized) is 0. (6) The peptide sequence is YIITCCLFA. The MHC is HLA-B15:17 with pseudo-sequence HLA-B15:17. The binding affinity (normalized) is 0.0847. (7) The MHC is HLA-A26:01 with pseudo-sequence HLA-A26:01. The binding affinity (normalized) is 0.0847. The peptide sequence is VQPWLMVDV. (8) The peptide sequence is LEDDSQVDLA. The MHC is HLA-B40:01 with pseudo-sequence HLA-B40:01. The binding affinity (normalized) is 0.0515.